This data is from NCI-60 drug combinations with 297,098 pairs across 59 cell lines. The task is: Regression. Given two drug SMILES strings and cell line genomic features, predict the synergy score measuring deviation from expected non-interaction effect. (1) Drug 1: C1CC(=O)NC(=O)C1N2C(=O)C3=CC=CC=C3C2=O. Drug 2: C(CCl)NC(=O)N(CCCl)N=O. Cell line: SNB-75. Synergy scores: CSS=3.10, Synergy_ZIP=-1.32, Synergy_Bliss=-1.77, Synergy_Loewe=-1.79, Synergy_HSA=-1.26. (2) Drug 1: COC1=CC(=CC(=C1O)OC)C2C3C(COC3=O)C(C4=CC5=C(C=C24)OCO5)OC6C(C(C7C(O6)COC(O7)C8=CC=CS8)O)O. Drug 2: C1=NC2=C(N=C(N=C2N1C3C(C(C(O3)CO)O)O)F)N. Cell line: PC-3. Synergy scores: CSS=19.3, Synergy_ZIP=-7.63, Synergy_Bliss=-4.87, Synergy_Loewe=-9.39, Synergy_HSA=-2.95. (3) Drug 1: C#CCC(CC1=CN=C2C(=N1)C(=NC(=N2)N)N)C3=CC=C(C=C3)C(=O)NC(CCC(=O)O)C(=O)O. Drug 2: C1CNP(=O)(OC1)N(CCCl)CCCl. Cell line: OVCAR-8. Synergy scores: CSS=-4.83, Synergy_ZIP=1.75, Synergy_Bliss=-1.29, Synergy_Loewe=-5.46, Synergy_HSA=-5.44.